From a dataset of NCI-60 drug combinations with 297,098 pairs across 59 cell lines. Regression. Given two drug SMILES strings and cell line genomic features, predict the synergy score measuring deviation from expected non-interaction effect. Drug 1: CC1=C(C=C(C=C1)NC(=O)C2=CC=C(C=C2)CN3CCN(CC3)C)NC4=NC=CC(=N4)C5=CN=CC=C5. Drug 2: CC1C(C(CC(O1)OC2CC(CC3=C2C(=C4C(=C3O)C(=O)C5=C(C4=O)C(=CC=C5)OC)O)(C(=O)CO)O)N)O.Cl. Cell line: SK-MEL-28. Synergy scores: CSS=27.0, Synergy_ZIP=-0.254, Synergy_Bliss=3.31, Synergy_Loewe=-20.5, Synergy_HSA=2.49.